Task: Predict the reaction yield, written as a fraction of the theoretical maximum amount of product (1.0 means a 100% yield; for example, 0.34 means a 34% yield).. Dataset: Reaction yield outcomes from USPTO patents with 853,638 reactions (1) The reactants are [O:1]1[CH:5]([CH2:6][OH:7])[CH2:4][C:3]2[CH:8]=[CH:9][C:10]3[CH2:11][CH2:12][CH2:13][CH2:14][C:15]=3[C:2]1=2.[C:16]1([CH3:26])[CH:21]=[CH:20][C:19]([S:22](Cl)(=[O:24])=[O:23])=[CH:18][CH:17]=1.C(N(CC)CC)C. The catalyst is ClCCl.CN(C)C1C=CN=CC=1.O. The product is [CH3:26][C:16]1[CH:21]=[CH:20][C:19]([S:22]([O:7][CH2:6][CH:5]2[O:1][C:2]3[C:15]4[CH2:14][CH2:13][CH2:12][CH2:11][C:10]=4[CH:9]=[CH:8][C:3]=3[CH2:4]2)(=[O:24])=[O:23])=[CH:18][CH:17]=1. The yield is 0.850. (2) The product is [N+:8]([C:3]1[CH:4]=[CH:5][CH:6]=[CH:7][C:2]=1[NH:11][C:12]1[CH:20]=[CH:19][CH:18]=[CH:17][C:13]=1[C:14]([OH:16])=[O:15])([O-:10])=[O:9]. The reactants are F[C:2]1[CH:7]=[CH:6][CH:5]=[CH:4][C:3]=1[N+:8]([O-:10])=[O:9].[NH2:11][C:12]1[CH:20]=[CH:19][CH:18]=[CH:17][C:13]=1[C:14]([OH:16])=[O:15].C([O-])([O-])=O.[Na+].[Na+].O. The yield is 0.430. The catalyst is CC(O)=O.